Predict the product of the given reaction. From a dataset of Forward reaction prediction with 1.9M reactions from USPTO patents (1976-2016). (1) Given the reactants [F:1][C:2]1[CH:7]=[CH:6][CH:5]=[CH:4][C:3]=1[C:8](=O)[CH2:9][CH2:10][CH2:11][CH2:12][N:13]1[CH2:18][CH2:17][CH:16]([C:19]2[CH:20]=[C:21]([NH:25][C:26](=[O:30])[CH:27]([CH3:29])[CH3:28])[CH:22]=[CH:23][CH:24]=2)[CH2:15][CH2:14]1.Cl.[F:33][C:34]([F:45])([F:44])[O:35][C:36]1[CH:41]=[CH:40][C:39]([NH:42]N)=[CH:38][CH:37]=1, predict the reaction product. The product is: [F:1][C:2]1[CH:7]=[CH:6][CH:5]=[CH:4][C:3]=1[C:8]1[NH:42][C:39]2[C:40]([C:9]=1[CH2:10][CH2:11][CH2:12][N:13]1[CH2:14][CH2:15][CH:16]([C:19]3[CH:20]=[C:21]([NH:25][C:26](=[O:30])[CH:27]([CH3:28])[CH3:29])[CH:22]=[CH:23][CH:24]=3)[CH2:17][CH2:18]1)=[CH:41][C:36]([O:35][C:34]([F:33])([F:44])[F:45])=[CH:37][CH:38]=2. (2) Given the reactants [Br:1][C:2]1[CH:7]=[CH:6][C:5]([O:8][CH2:9][CH2:10][NH2:11])=[CH:4][CH:3]=1.Br[C:13]1[CH:18]=[CH:17][C:16](OCC#N)=[CH:15]C=1.[BH3-][C:24]#N.[Na+].CCN([CH2:32][CH3:33])CC.[CH3:34][C:35]([O:38][C:39](O[C:39]([O:38][C:35]([CH3:37])([CH3:36])[CH3:34])=[O:40])=[O:40])([CH3:37])[CH3:36], predict the reaction product. The product is: [Br:1][C:2]1[CH:3]=[CH:4][C:5]([O:8][CH2:9][CH2:10][N:11]([CH:17]2[CH2:16][CH2:15][C:32]([CH3:33])([CH3:24])[CH2:13][CH2:18]2)[C:39](=[O:40])[O:38][C:35]([CH3:37])([CH3:36])[CH3:34])=[CH:6][CH:7]=1. (3) Given the reactants N[C@H](C1N=C(C#C[C@@]2(C)OCCN(C(OC(C)(C)C)=O)C2)C=CC=1C1C=CC(Cl)=C2C=1N(C)N=C2NS(C)(=O)=O)CC1C=C(F)C=C(F)C=1.[Cl:50][C:51]1[CH:59]=[CH:58][C:57]([C:60]2[C:61]([C@@H:77]([NH:87]C(=O)C(F)(F)F)[CH2:78][C:79]3[CH:84]=[C:83]([F:85])[CH:82]=[C:81]([F:86])[CH:80]=3)=[N:62][C:63]([C:66]#[C:67][C:68]([CH3:76])([N:70]3[C:74](=[O:75])[NH:73][N:72]=[CH:71]3)[CH3:69])=[CH:64][CH:65]=2)=[C:56]2[C:52]=1[C:53]([NH:95][S:96]([CH3:99])(=[O:98])=[O:97])=[N:54][N:55]2[CH3:94], predict the reaction product. The product is: [NH2:87][C@H:77]([C:61]1[C:60]([C:57]2[CH:58]=[CH:59][C:51]([Cl:50])=[C:52]3[C:56]=2[N:55]([CH3:94])[N:54]=[C:53]3[NH:95][S:96]([CH3:99])(=[O:98])=[O:97])=[CH:65][CH:64]=[C:63]([C:66]#[C:67][C:68]([CH3:76])([N:70]2[C:74](=[O:75])[NH:73][N:72]=[CH:71]2)[CH3:69])[N:62]=1)[CH2:78][C:79]1[CH:80]=[C:81]([F:86])[CH:82]=[C:83]([F:85])[CH:84]=1. (4) Given the reactants O[C:2]1[NH:7][C:6]2=[C:8]([C@@H:11]3[NH:19][C@H:16]([CH2:17][OH:18])[C@@H:14]([OH:15])[C@H:12]3[OH:13])[CH:9]=[N:10][C:5]2=[C:4]([OH:20])[N:3]=1, predict the reaction product. The product is: [OH:20][C:4]1[N:3]=[CH:2][NH:7][C:6]2=[C:8]([C@@H:11]3[NH:19][C@H:16]([CH2:17][OH:18])[C@@H:14]([OH:15])[C@H:12]3[OH:13])[CH:9]=[N:10][C:5]=12.